Dataset: Reaction yield outcomes from USPTO patents with 853,638 reactions. Task: Predict the reaction yield, written as a fraction of the theoretical maximum amount of product (1.0 means a 100% yield; for example, 0.34 means a 34% yield). (1) The reactants are [S:1]([N:11]1[C:19]2[C:14](=[C:15]([CH2:20][N:21]3[C:26]4([CH2:31][CH2:30][NH:29][CH2:28][CH2:27]4)[CH2:25][CH2:24][CH2:23][C:22]3=[O:32])[CH:16]=[CH:17][CH:18]=2)[CH:13]=[CH:12]1)([C:4]1[CH:10]=[CH:9][C:7]([CH3:8])=[CH:6][CH:5]=1)(=[O:3])=[O:2].Cl[C:34]1[N:39]=[C:38]([CH3:40])[CH:37]=[C:36]([CH3:41])[N:35]=1.C1CCN2C(=NCCC2)CC1. The catalyst is CN1C(=O)CCC1. The product is [CH3:41][C:36]1[CH:37]=[C:38]([CH3:40])[N:39]=[C:34]([N:29]2[CH2:30][CH2:31][C:26]3([N:21]([CH2:20][C:15]4[CH:16]=[CH:17][CH:18]=[C:19]5[C:14]=4[CH:13]=[CH:12][N:11]5[S:1]([C:4]4[CH:5]=[CH:6][C:7]([CH3:8])=[CH:9][CH:10]=4)(=[O:2])=[O:3])[C:22](=[O:32])[CH2:23][CH2:24][CH2:25]3)[CH2:27][CH2:28]2)[N:35]=1. The yield is 0.570. (2) The reactants are [CH3:1][O:2][C:3]([CH:5]1[N:9]2[C:10](=[O:30])[C:11]([CH:28]=[O:29])=[C:12]([CH2:17][C:18]3[C:27]4[C:22](=[CH:23][CH:24]=[CH:25][CH:26]=4)[CH:21]=[CH:20][CH:19]=3)[C:13]([CH:14]3[CH2:16][CH2:15]3)=[C:8]2[S:7][CH2:6]1)=[O:4].[O-:31]Cl=O.[Na+].Cl. The catalyst is CS(C)=O.O. The product is [CH3:1][O:2][C:3]([C@H:5]1[N:9]2[C:10](=[O:30])[C:11]([C:28]([OH:31])=[O:29])=[C:12]([CH2:17][C:18]3[C:27]4[C:22](=[CH:23][CH:24]=[CH:25][CH:26]=4)[CH:21]=[CH:20][CH:19]=3)[C:13]([CH:14]3[CH2:16][CH2:15]3)=[C:8]2[S:7][CH2:6]1)=[O:4]. The yield is 0.980. (3) The catalyst is O1CCCC1. The product is [Cl:15][CH2:16][C:17]([NH:19][C@H:20]1[C@@H:29]([OH:30])[C:28]2[C:23](=[CH:24][CH:25]=[CH:26][CH:27]=2)[O:22][CH2:21]1)=[O:18]. The reactants are C([BH-](C(CC)C)C(CC)C)(CC)C.[Li+].[Cl:15][CH2:16][C:17]([NH:19][CH:20]1[C:29](=[O:30])[C:28]2[C:23](=[CH:24][CH:25]=[CH:26][CH:27]=2)[O:22][CH2:21]1)=[O:18].O.Cl. The yield is 0.830.